Predict the product of the given reaction. From a dataset of Forward reaction prediction with 1.9M reactions from USPTO patents (1976-2016). (1) Given the reactants C([N:8]1[CH2:13][CH2:12][C:11]2([CH2:22][C:21](=[O:23])[C:20]3[C:15](=[CH:16][CH:17]=[C:18]([Cl:26])[C:19]=3[O:24][CH3:25])[O:14]2)[CH2:10][CH2:9]1)(OC(C)(C)C)=O.Cl, predict the reaction product. The product is: [Cl:26][C:18]1[C:19]([O:24][CH3:25])=[C:20]2[C:15](=[CH:16][CH:17]=1)[O:14][C:11]1([CH2:12][CH2:13][NH:8][CH2:9][CH2:10]1)[CH2:22][C:21]2=[O:23]. (2) Given the reactants [F:1][C:2]1[CH:3]=[C:4]2[C:8](=[CH:9][C:10]=1[N+:11]([O-])=O)[C:7](=[O:14])[NH:6][C:5]2=[O:15].[Sn](Cl)Cl.[OH-].[Na+], predict the reaction product. The product is: [NH2:11][C:10]1[CH:9]=[C:8]2[C:4](=[CH:3][C:2]=1[F:1])[C:5](=[O:15])[NH:6][C:7]2=[O:14]. (3) Given the reactants [C:1]([C:3]1[CH:10]=[CH:9][C:6]([CH:7]=O)=[C:5]([CH3:11])[CH:4]=1)#[N:2].[F:12][C:13]([F:25])([F:24])[C:14]1[CH:15]=[C:16]([NH:20][C:21]([NH2:23])=[S:22])[CH:17]=[CH:18][CH:19]=1.O=[C:27]([CH3:34])[CH2:28][C:29]([O:31][CH2:32][CH3:33])=[O:30].C[Si](OP(=O)=O)(C)C, predict the reaction product. The product is: [C:1]([C:3]1[CH:10]=[CH:9][C:6]([CH:7]2[C:28]([C:29]([O:31][CH2:32][CH3:33])=[O:30])=[C:27]([CH3:34])[N:20]([C:16]3[CH:17]=[CH:18][CH:19]=[C:14]([C:13]([F:12])([F:24])[F:25])[CH:15]=3)[C:21](=[S:22])[NH:23]2)=[C:5]([CH3:11])[CH:4]=1)#[N:2].